Task: Predict the reactants needed to synthesize the given product.. Dataset: Full USPTO retrosynthesis dataset with 1.9M reactions from patents (1976-2016) (1) Given the product [CH3:19][O:20][C:21]1[CH:28]=[C:27]([O:29][CH3:30])[CH:26]=[CH:25][C:22]=1[CH2:23][N:24]1[CH2:6][CH2:7][C:8]2([CH2:9][O:10][CH2:11]2)[CH2:12][CH2:13]1, predict the reactants needed to synthesize it. The reactants are: CS(O[CH2:6][CH2:7][C:8]1([CH2:12][CH2:13]OS(C)(=O)=O)[CH2:11][O:10][CH2:9]1)(=O)=O.[CH3:19][O:20][C:21]1[CH:28]=[C:27]([O:29][CH3:30])[CH:26]=[CH:25][C:22]=1[CH2:23][NH2:24].CCN(CC)CC. (2) Given the product [CH3:38][NH:39][C:12]([C:3]1[CH:4]=[C:5]2[C:9](=[CH:10][C:2]=1[Br:1])[NH:8][C:7](=[O:11])[CH:6]2[C:18]1[C:27]2[C:22](=[CH:23][C:24]([O:28][CH2:29][CH2:30][CH2:31][N:32]3[CH2:37][CH2:36][O:35][CH2:34][CH2:33]3)=[CH:25][CH:26]=2)[N:21]=[CH:20][N:19]=1)=[O:14], predict the reactants needed to synthesize it. The reactants are: [Br:1][C:2]1[CH:10]=[C:9]2[C:5]([CH2:6][C:7](=[O:11])[NH:8]2)=[CH:4][C:3]=1[C:12]([OH:14])=O.[H-].[Na+].Cl[C:18]1[C:27]2[C:22](=[CH:23][C:24]([O:28][CH2:29][CH2:30][CH2:31][N:32]3[CH2:37][CH2:36][O:35][CH2:34][CH2:33]3)=[CH:25][CH:26]=2)[N:21]=[CH:20][N:19]=1.[CH3:38][N:39](C)C=O. (3) Given the product [Br:24][C:22]1[N:30]=[C:18]([NH:1][C:2]2[CH:3]=[CH:4][C:5]([C@@H:8]3[C:9](=[O:16])[N:10]([CH3:15])[CH2:11][CH2:12][N:13]3[CH3:14])=[CH:6][CH:7]=2)[C:19](=[O:26])[N:20]([CH3:25])[CH:21]=1, predict the reactants needed to synthesize it. The reactants are: [NH2:1][C:2]1[CH:7]=[CH:6][C:5]([C@H:8]2[N:13]([CH3:14])[CH2:12][CH2:11][N:10]([CH3:15])[C:9]2=[O:16])=[CH:4][CH:3]=1.Br[C:18]1[C:19](=[O:26])[N:20]([CH3:25])[CH:21]=[C:22]([Br:24])C=1.C([N:30](C(C)C)CC)(C)C. (4) Given the product [CH2:23]([NH:21][C:19]1[CH:20]=[C:15]2[CH:14]=[C:13]([C:9]3[CH:10]=[CH:11][CH:12]=[C:7]([O:6][CH2:5][CH2:4][O:3][CH3:2])[CH:8]=3)[NH:22][C:16]2=[N:17][CH:18]=1)[C:24]1[CH:29]=[CH:28][CH:27]=[CH:26][CH:25]=1, predict the reactants needed to synthesize it. The reactants are: [BH4-].[CH3:2][O:3][CH2:4][CH2:5][O:6][C:7]1[CH:8]=[C:9]([C:13]2[NH:22][C:16]3=[N:17][CH:18]=[C:19]([NH2:21])[CH:20]=[C:15]3[CH:14]=2)[CH:10]=[CH:11][CH:12]=1.[CH:23](=O)[C:24]1[CH:29]=[CH:28][CH:27]=[CH:26][CH:25]=1.